The task is: Predict the product of the given reaction.. This data is from Forward reaction prediction with 1.9M reactions from USPTO patents (1976-2016). (1) Given the reactants [Cl:1][C:2]1[C:3]([CH:8]([C:12]2[CH:17]=[CH:16][C:15]([O:18][C:19]3[CH:24]=[CH:23][CH:22]=[CH:21][CH:20]=3)=[CH:14][CH:13]=2)[NH:9][CH:10]=O)=[N:4][CH:5]=[CH:6][N:7]=1.C(N)=O.CN(C=O)C.O=P(Cl)(Cl)Cl.CCOC(C)=O.C(Cl)Cl, predict the reaction product. The product is: [Cl:1][C:2]1[C:3]2[N:4]([CH:10]=[N:9][C:8]=2[C:12]2[CH:17]=[CH:16][C:15]([O:18][C:19]3[CH:24]=[CH:23][CH:22]=[CH:21][CH:20]=3)=[CH:14][CH:13]=2)[CH:5]=[CH:6][N:7]=1. (2) Given the reactants [C:1]([C:3]1[CH:8]=[CH:7][C:6]([NH:9][C:10]2[N:15]=[C:14]([NH:16][CH2:17][CH2:18][CH3:19])[C:13]([C:20]([O:22]CC)=[O:21])=[CH:12][N:11]=2)=[CH:5][CH:4]=1)#[N:2].[OH:25]O.Cl, predict the reaction product. The product is: [C:1]([C:3]1[CH:8]=[CH:7][C:6]([NH:9][C:10]2[N:15]=[C:14]([NH:16][CH2:17][CH2:18][CH3:19])[C:13]([C:20]([OH:22])=[O:21])=[CH:12][N:11]=2)=[CH:5][CH:4]=1)(=[O:25])[NH2:2]. (3) Given the reactants [F:1][C:2]1[CH:3]=[C:4]([CH:19]=[CH:20][CH:21]=1)[CH2:5][S:6][C:7]1[O:11][C:10]([C:12]2[CH:17]=[CH:16][N:15]=[C:14]([NH2:18])[CH:13]=2)=[N:9][N:8]=1.ClC(OCC(Cl)(Cl)Cl)=O.[C:31](=[O:34])([O-])[O-].[K+].[K+].[NH2:37][CH2:38][C:39]1[CH:44]=[CH:43][CH:42]=[CH:41][N:40]=1, predict the reaction product. The product is: [F:1][C:2]1[CH:3]=[C:4]([CH:19]=[CH:20][CH:21]=1)[CH2:5][S:6][C:7]1[O:11][C:10]([C:12]2[CH:17]=[CH:16][N:15]=[C:14]([NH:18][C:31]([NH:37][CH2:38][C:39]3[CH:44]=[CH:43][CH:42]=[CH:41][N:40]=3)=[O:34])[CH:13]=2)=[N:9][N:8]=1. (4) Given the reactants Cl.[OH:2][C:3]1[N:8]=[CH:7][CH:6]=[CH:5][N:4]=1.C(=O)([O-])[O-].[Na+].[Na+].[C:15]1([CH2:21][N:22]([CH2:27][C:28]2[CH:33]=[CH:32][CH:31]=[CH:30][CH:29]=2)[CH2:23][CH:24]2[CH2:26][O:25]2)[CH:20]=[CH:19][CH:18]=[CH:17][CH:16]=1.O, predict the reaction product. The product is: [C:28]1([CH2:27][N:22]([CH2:21][C:15]2[CH:20]=[CH:19][CH:18]=[CH:17][CH:16]=2)[CH2:23][CH:24]([OH:25])[CH2:26][N:4]2[CH:5]=[CH:6][CH:7]=[N:8][C:3]2=[O:2])[CH:29]=[CH:30][CH:31]=[CH:32][CH:33]=1. (5) The product is: [CH3:29][C:19]1[CH:24]=[CH:23][C:22]([S:25]([O:1][CH2:2][CH2:3][CH2:4][CH2:5][CH2:6][S:7](=[O:9])(=[O:8])[NH:10][CH3:11])(=[O:27])=[O:26])=[CH:21][CH:20]=1. Given the reactants [OH:1][CH2:2][CH2:3][CH2:4][CH2:5][CH2:6][S:7]([NH:10][CH3:11])(=[O:9])=[O:8].C(N(CC)CC)C.[C:19]1([CH3:29])[CH:24]=[CH:23][C:22]([S:25](Cl)(=[O:27])=[O:26])=[CH:21][CH:20]=1, predict the reaction product.